From a dataset of Peptide-MHC class II binding affinity with 134,281 pairs from IEDB. Regression. Given a peptide amino acid sequence and an MHC pseudo amino acid sequence, predict their binding affinity value. This is MHC class II binding data. (1) The peptide sequence is IRQAGVQYSRADEEQ. The MHC is DRB1_0802 with pseudo-sequence DRB1_0802. The binding affinity (normalized) is 0.264. (2) The peptide sequence is ITMLTNGQCQNITVV. The MHC is DRB3_0101 with pseudo-sequence DRB3_0101. The binding affinity (normalized) is 0.292. (3) The MHC is DRB3_0101 with pseudo-sequence DRB3_0101. The binding affinity (normalized) is 0.265. The peptide sequence is MHHLVEFEPPHAATI. (4) The binding affinity (normalized) is 0.628. The MHC is DRB1_1101 with pseudo-sequence DRB1_1101. The peptide sequence is WVAMTKGEGGVWTF.